Dataset: Peptide-MHC class II binding affinity with 134,281 pairs from IEDB. Task: Regression. Given a peptide amino acid sequence and an MHC pseudo amino acid sequence, predict their binding affinity value. This is MHC class II binding data. (1) The peptide sequence is QGQMVHQAISPRTLN. The MHC is DRB1_0802 with pseudo-sequence DRB1_0802. The binding affinity (normalized) is 0.178. (2) The peptide sequence is DTFRKDFRVYSNFLR. The MHC is DRB1_0301 with pseudo-sequence DRB1_0301. The binding affinity (normalized) is 0.496. (3) The peptide sequence is ACSLFLNYAVSFNYF. The MHC is DRB3_0101 with pseudo-sequence DRB3_0101. The binding affinity (normalized) is 0.180. (4) The peptide sequence is VAKVKIKPLEDKILV. The MHC is DRB1_1101 with pseudo-sequence DRB1_1101. The binding affinity (normalized) is 0.251. (5) The peptide sequence is EQCGRQAGGKLCPNN. The MHC is HLA-DQA10301-DQB10302 with pseudo-sequence HLA-DQA10301-DQB10302. The binding affinity (normalized) is 0.